Dataset: Peptide-MHC class II binding affinity with 134,281 pairs from IEDB. Task: Regression. Given a peptide amino acid sequence and an MHC pseudo amino acid sequence, predict their binding affinity value. This is MHC class II binding data. The peptide sequence is INEPTAAYIAYGLDR. The MHC is HLA-DQA10401-DQB10402 with pseudo-sequence HLA-DQA10401-DQB10402. The binding affinity (normalized) is 0.382.